From a dataset of NCI-60 drug combinations with 297,098 pairs across 59 cell lines. Regression. Given two drug SMILES strings and cell line genomic features, predict the synergy score measuring deviation from expected non-interaction effect. (1) Drug 1: C1=CC(=CC=C1CCCC(=O)O)N(CCCl)CCCl. Drug 2: CN(CCCl)CCCl.Cl. Cell line: SNB-19. Synergy scores: CSS=19.1, Synergy_ZIP=-8.86, Synergy_Bliss=-4.01, Synergy_Loewe=-8.69, Synergy_HSA=-3.74. (2) Drug 1: COC1=C(C=C2C(=C1)N=CN=C2NC3=CC(=C(C=C3)F)Cl)OCCCN4CCOCC4. Drug 2: C1=CC(=CC=C1C#N)C(C2=CC=C(C=C2)C#N)N3C=NC=N3. Cell line: HCT-15. Synergy scores: CSS=34.3, Synergy_ZIP=-6.71, Synergy_Bliss=1.17, Synergy_Loewe=-4.67, Synergy_HSA=0.629. (3) Synergy scores: CSS=25.2, Synergy_ZIP=-1.79, Synergy_Bliss=0.157, Synergy_Loewe=-0.497, Synergy_HSA=1.22. Drug 1: CC1C(C(CC(O1)OC2CC(OC(C2O)C)OC3=CC4=CC5=C(C(=O)C(C(C5)C(C(=O)C(C(C)O)O)OC)OC6CC(C(C(O6)C)O)OC7CC(C(C(O7)C)O)OC8CC(C(C(O8)C)O)(C)O)C(=C4C(=C3C)O)O)O)O. Drug 2: CS(=O)(=O)OCCCCOS(=O)(=O)C. Cell line: NCI-H522. (4) Drug 2: CC1=C(C=C(C=C1)C(=O)NC2=CC(=CC(=C2)C(F)(F)F)N3C=C(N=C3)C)NC4=NC=CC(=N4)C5=CN=CC=C5. Drug 1: CCC1(CC2CC(C3=C(CCN(C2)C1)C4=CC=CC=C4N3)(C5=C(C=C6C(=C5)C78CCN9C7C(C=CC9)(C(C(C8N6C=O)(C(=O)OC)O)OC(=O)C)CC)OC)C(=O)OC)O.OS(=O)(=O)O. Synergy scores: CSS=4.82, Synergy_ZIP=0.914, Synergy_Bliss=8.44, Synergy_Loewe=-0.521, Synergy_HSA=2.70. Cell line: ACHN. (5) Drug 1: CC1C(C(=O)NC(C(=O)N2CCCC2C(=O)N(CC(=O)N(C(C(=O)O1)C(C)C)C)C)C(C)C)NC(=O)C3=C4C(=C(C=C3)C)OC5=C(C(=O)C(=C(C5=N4)C(=O)NC6C(OC(=O)C(N(C(=O)CN(C(=O)C7CCCN7C(=O)C(NC6=O)C(C)C)C)C)C(C)C)C)N)C. Drug 2: CCC(=C(C1=CC=CC=C1)C2=CC=C(C=C2)OCCN(C)C)C3=CC=CC=C3.C(C(=O)O)C(CC(=O)O)(C(=O)O)O. Cell line: SK-OV-3. Synergy scores: CSS=44.5, Synergy_ZIP=11.5, Synergy_Bliss=13.2, Synergy_Loewe=0.390, Synergy_HSA=13.9. (6) Cell line: HCT116. Drug 2: CC1C(C(CC(O1)OC2CC(CC3=C2C(=C4C(=C3O)C(=O)C5=C(C4=O)C(=CC=C5)OC)O)(C(=O)CO)O)N)O.Cl. Drug 1: CC1=C(N=C(N=C1N)C(CC(=O)N)NCC(C(=O)N)N)C(=O)NC(C(C2=CN=CN2)OC3C(C(C(C(O3)CO)O)O)OC4C(C(C(C(O4)CO)O)OC(=O)N)O)C(=O)NC(C)C(C(C)C(=O)NC(C(C)O)C(=O)NCCC5=NC(=CS5)C6=NC(=CS6)C(=O)NCCC[S+](C)C)O. Synergy scores: CSS=43.5, Synergy_ZIP=-14.3, Synergy_Bliss=-21.7, Synergy_Loewe=-15.0, Synergy_HSA=-12.9. (7) Drug 1: CC1=C(C=C(C=C1)NC(=O)C2=CC=C(C=C2)CN3CCN(CC3)C)NC4=NC=CC(=N4)C5=CN=CC=C5. Drug 2: CC(C)NC(=O)C1=CC=C(C=C1)CNNC.Cl. Cell line: OVCAR-4. Synergy scores: CSS=-0.783, Synergy_ZIP=1.54, Synergy_Bliss=1.72, Synergy_Loewe=-0.115, Synergy_HSA=-0.169.